From a dataset of Retrosynthesis with 50K atom-mapped reactions and 10 reaction types from USPTO. Predict the reactants needed to synthesize the given product. (1) The reactants are: NCCc1ccc(Br)cc1.O=C(Cl)c1cc([N+](=O)[O-])c(Sc2c(Cl)cncc2Cl)s1. Given the product O=C(NCCc1ccc(Br)cc1)c1cc([N+](=O)[O-])c(Sc2c(Cl)cncc2Cl)s1, predict the reactants needed to synthesize it. (2) Given the product Cc1[nH]c2c(c1C(=O)NCC(O)CN1CCCC1)CCCC2=O, predict the reactants needed to synthesize it. The reactants are: Cc1[nH]c2c(c1C(=O)O)CCCC2=O.NCC(O)CN1CCCC1. (3) Given the product COC(=O)c1ccc(C2SCCCS2)cc1, predict the reactants needed to synthesize it. The reactants are: COC(=O)c1ccc(C=O)cc1.SCCCS. (4) Given the product CCOc1cc2c(cc1OC)-c1cc(=O)c(C(=O)O)cn1C(CC)C2, predict the reactants needed to synthesize it. The reactants are: CCOC(=O)c1cn2c(cc1=O)-c1cc(OC)c(OCC)cc1CC2CC. (5) The reactants are: COc1cc2ncnc(Nc3ccc(F)c(Cl)c3)c2cc1OCCCN1CC2CCN(C(=O)OC(C)(C)C)CC2C1. Given the product COc1cc2ncnc(Nc3ccc(F)c(Cl)c3)c2cc1OCCCN1CC2CCNCC2C1, predict the reactants needed to synthesize it.